This data is from Full USPTO retrosynthesis dataset with 1.9M reactions from patents (1976-2016). The task is: Predict the reactants needed to synthesize the given product. (1) The reactants are: CO[C:3]([C:5]1[CH:10]=[CH:9][C:8]([C:11]2[NH:12][C:13]3[CH:19]=[C:18]([C:20]([OH:22])=[O:21])[CH:17]=[CH:16][C:14]=3[N:15]=2)=[CH:7][CH:6]=1)=[O:4].C1N=CN(C(N2C=NC=C2)=O)C=1.[CH:35]1([NH2:41])[CH2:40][CH2:39][CH2:38][CH2:37][CH2:36]1.O. Given the product [CH:35]1([NH:41][C:3]([C:5]2[CH:6]=[CH:7][C:8]([C:11]3[NH:12][C:13]4[CH:19]=[C:18]([C:20]([OH:22])=[O:21])[CH:17]=[CH:16][C:14]=4[N:15]=3)=[CH:9][CH:10]=2)=[O:4])[CH2:40][CH2:39][CH2:38][CH2:37][CH2:36]1, predict the reactants needed to synthesize it. (2) Given the product [CH:20]1[C:21]2[C:26](=[CH:25][CH:24]=[CH:23][CH:22]=2)[CH2:27][CH2:28][C:19]=1[C:12]1[C:13]2[C:18](=[N:17][CH:16]=[CH:15][CH:14]=2)[N:9]([OH:8])[C:10](=[O:29])[CH:11]=1, predict the reactants needed to synthesize it. The reactants are: C([O:8][N:9]1[C:18]2[C:13](=[CH:14][CH:15]=[CH:16][N:17]=2)[C:12]([C:19]2[CH2:28][CH2:27][C:26]3[C:21](=[CH:22][CH:23]=[CH:24][CH:25]=3)[CH:20]=2)=[CH:11][C:10]1=[O:29])C1C=CC=CC=1. (3) Given the product [CH2:1]([N:8]1[CH2:12][CH2:11][C:10](=[C:13]2[CH2:16][CH2:15][CH2:14]2)[C:9]1=[O:18])[C:2]1[CH:7]=[CH:6][CH:5]=[CH:4][CH:3]=1, predict the reactants needed to synthesize it. The reactants are: [CH2:1]([N:8]1[CH2:12][CH2:11][CH:10]([C:13]2(O)[CH2:16][CH2:15][CH2:14]2)[C:9]1=[O:18])[C:2]1[CH:7]=[CH:6][CH:5]=[CH:4][CH:3]=1.C(N(CC)C(C)C)(C)C.CS(Cl)(=O)=O.